This data is from Reaction yield outcomes from USPTO patents with 853,638 reactions. The task is: Predict the reaction yield, written as a fraction of the theoretical maximum amount of product (1.0 means a 100% yield; for example, 0.34 means a 34% yield). (1) The reactants are [CH3:1][C:2]1[CH:7]=[CH:6][CH:5]=[C:4]([C:8]([F:11])([F:10])[F:9])[N:3]=1.C1C=C(Cl)C=C(C(OO)=[O:20])C=1. The catalyst is C1(C)C=CC=CC=1. The product is [CH3:1][C:2]1[CH:7]=[CH:6][CH:5]=[C:4]([C:8]([F:9])([F:11])[F:10])[N+:3]=1[O-:20]. The yield is 0.220. (2) The reactants are [H-].[Na+].[NH:3]1[CH:7]=[CH:6][CH:5]=[N:4]1.I[CH:9]1[CH2:12][N:11]([C:13]([O:15][C:16]([CH3:19])([CH3:18])[CH3:17])=[O:14])[CH2:10]1. The catalyst is CN1C(=O)CCC1. The product is [N:3]1([CH:9]2[CH2:10][N:11]([C:13]([O:15][C:16]([CH3:19])([CH3:18])[CH3:17])=[O:14])[CH2:12]2)[CH:7]=[CH:6][CH:5]=[N:4]1. The yield is 0.630. (3) The reactants are C[NH:2][C:3]([CH3:21])=[C:4]([C:15](=O)[C:16]([F:19])([F:18])[F:17])[C:5]([O:7][CH2:8][C:9]1[CH:14]=[CH:13][CH:12]=[CH:11][CH:10]=1)=[O:6].O.[NH2:23]N.O.C([O-])(O)=O.[Na+]. The catalyst is C1COCC1.C(O)(=O)C.CCOC(C)=O. The product is [CH3:21][C:3]1[C:4]([C:5]([O:7][CH2:8][C:9]2[CH:14]=[CH:13][CH:12]=[CH:11][CH:10]=2)=[O:6])=[C:15]([C:16]([F:19])([F:18])[F:17])[NH:23][N:2]=1. The yield is 0.890. (4) The reactants are [CH:1]([C:3]1[CH:11]=[CH:10][CH:9]=[C:8]2[C:4]=1[CH2:5][N:6]([C:12]([O:14][C@H:15]1[CH2:19][N:18](C(OC(C)(C)C)=O)[C@H:17]([C:27]([O:29][CH3:30])=[O:28])[CH2:16]1)=[O:13])[CH2:7]2)=[CH2:2].[ClH:31]. The catalyst is CCOC(C)=O. The product is [ClH:31].[CH:1]([C:3]1[CH:11]=[CH:10][CH:9]=[C:8]2[C:4]=1[CH2:5][N:6]([C:12]([O:14][C@@H:15]1[CH2:16][C@@H:17]([C:27]([O:29][CH3:30])=[O:28])[NH:18][CH2:19]1)=[O:13])[CH2:7]2)=[CH2:2]. The yield is 0.950. (5) The reactants are [CH3:1][N:2]1[C:6]([C:7]([O:9][CH3:10])=[O:8])=[CH:5][C:4]([N+:11]([O-])=O)=[N:3]1.[H][H]. The catalyst is C(OCC)(=O)C.C(O)C.[Pd]. The product is [NH2:11][C:4]1[CH:5]=[C:6]([C:7]([O:9][CH3:10])=[O:8])[N:2]([CH3:1])[N:3]=1. The yield is 1.00. (6) The reactants are [C:1]1([NH2:11])[C:10]2[C:5](=[CH:6][CH:7]=[CH:8][CH:9]=2)[CH:4]=[CH:3][CH:2]=1.[H-].[Na+].F[C:15]1[CH:20]=[C:19]([F:21])[CH:18]=[CH:17][C:16]=1[S:22]([CH3:25])(=[O:24])=[O:23]. The catalyst is CN(C)C=O.O. The product is [F:21][C:19]1[CH:20]=[CH:15][C:16]([S:22]([CH3:25])(=[O:24])=[O:23])=[C:17]([NH:11][C:1]2[C:10]3[C:5](=[CH:6][CH:7]=[CH:8][CH:9]=3)[CH:4]=[CH:3][CH:2]=2)[CH:18]=1. The yield is 0.380. (7) The reactants are Br[CH2:2][CH2:3][N:4]1[CH:8]=[C:7]([C:9]([O:11][CH2:12][CH3:13])=[O:10])[CH:6]=[C:5]1[C:14]([O:16][CH2:17][CH3:18])=[O:15].[N-:19]=[N+:20]=[N-:21].[Na+]. The catalyst is CN(C=O)C.O.CCOC(C)=O. The product is [N:19]([CH2:2][CH2:3][N:4]1[CH:8]=[C:7]([C:9]([O:11][CH2:12][CH3:13])=[O:10])[CH:6]=[C:5]1[C:14]([O:16][CH2:17][CH3:18])=[O:15])=[N+:20]=[N-:21]. The yield is 0.570.